This data is from Full USPTO retrosynthesis dataset with 1.9M reactions from patents (1976-2016). The task is: Predict the reactants needed to synthesize the given product. (1) Given the product [CH:1]1([C:4]2[CH:9]=[C:8]([CH:10]=[O:11])[C:7]([O:12][CH:21]3[CH2:24][O:23][CH2:22]3)=[CH:6][C:5]=2[C:13]2[CH:14]=[CH:15][C:16]([F:19])=[CH:17][CH:18]=2)[CH2:2][CH2:3]1, predict the reactants needed to synthesize it. The reactants are: [CH:1]1([C:4]2[CH:9]=[C:8]([CH:10]=[O:11])[C:7]([OH:12])=[CH:6][C:5]=2[C:13]2[CH:18]=[CH:17][C:16]([F:19])=[CH:15][CH:14]=2)[CH2:3][CH2:2]1.I[CH:21]1[CH2:24][O:23][CH2:22]1.C(=O)([O-])[O-].[Cs+].[Cs+]. (2) The reactants are: [Cl:1][C:2]1[C:8]([N:9]2[CH2:14][CH2:13][NH:12][CH2:11][CH2:10]2)=[CH:7][C:5]([NH2:6])=[C:4]([N+:15]([O-:17])=[O:16])[CH:3]=1.[C:18](O[C:18]([O:20][C:21]([CH3:24])([CH3:23])[CH3:22])=[O:19])([O:20][C:21]([CH3:24])([CH3:23])[CH3:22])=[O:19].C(N(CC)CC)C. Given the product [NH2:6][C:5]1[C:4]([N+:15]([O-:17])=[O:16])=[CH:3][C:2]([Cl:1])=[C:8]([N:9]2[CH2:14][CH2:13][N:12]([C:18]([O:20][C:21]([CH3:24])([CH3:23])[CH3:22])=[O:19])[CH2:11][CH2:10]2)[CH:7]=1, predict the reactants needed to synthesize it.